This data is from Forward reaction prediction with 1.9M reactions from USPTO patents (1976-2016). The task is: Predict the product of the given reaction. (1) Given the reactants [C:1]1([CH2:7][O:8][C:9]2[CH:14]=[CH:13][C:12]([C:15]3[C:24]([C:25]([F:28])([F:27])[F:26])=[CH:23][C:22]4[C:17](=[CH:18][CH:19]=[CH:20][CH:21]=4)[C:16]=3[O:29][C:30]3[CH:37]=[CH:36][C:33]([CH:34]=[O:35])=[CH:32][CH:31]=3)=[CH:11][CH:10]=2)[CH:6]=[CH:5][CH:4]=[CH:3][CH:2]=1.[C-]#N.[Na+].[CH3:41][OH:42], predict the reaction product. The product is: [C:1]1([CH2:7][O:8][C:9]2[CH:10]=[CH:11][C:12]([C:15]3[C:24]([C:25]([F:27])([F:26])[F:28])=[CH:23][C:22]4[C:17](=[CH:18][CH:19]=[CH:20][CH:21]=4)[C:16]=3[O:29][C:30]3[CH:31]=[CH:32][C:33]([C:34]([O:42][CH3:41])=[O:35])=[CH:36][CH:37]=3)=[CH:13][CH:14]=2)[CH:6]=[CH:5][CH:4]=[CH:3][CH:2]=1. (2) Given the reactants [Br:1][C:2]1[C:3]([F:13])=[CH:4][CH:5]=[C:6]2[C:11]=1[N:10]=[C:9](Cl)[CH:8]=[CH:7]2.[CH3:14][O-:15].[Na+].O, predict the reaction product. The product is: [Br:1][C:2]1[C:3]([F:13])=[CH:4][CH:5]=[C:6]2[C:11]=1[N:10]=[C:9]([O:15][CH3:14])[CH:8]=[CH:7]2. (3) Given the reactants C([C@H]1COC(=O)N1C(=O)[C@@H:15]([O:41][CH3:42])[CH2:16][C:17]1[C:22]2[S:23][CH:24]=[CH:25][C:21]=2[C:20]([O:26][CH2:27][CH2:28][C:29]2[N:30]=[C:31]([C:35]3[CH:40]=[CH:39][CH:38]=[CH:37][CH:36]=3)[O:32][C:33]=2[CH3:34])=[CH:19][CH:18]=1)C1C=CC=CC=1.[OH-:44].[Na+].C1[CH2:50][O:49]CC1, predict the reaction product. The product is: [CH3:42][O:41][C@@H:15]([CH2:16][C:17]1[C:22]2[S:23][CH:24]=[CH:25][C:21]=2[C:20]([O:26][CH2:27][CH2:28][C:29]2[N:30]=[C:31]([C:35]3[CH:40]=[CH:39][CH:38]=[CH:37][CH:36]=3)[O:32][C:33]=2[CH3:34])=[CH:19][CH:18]=1)[C:50]([OH:49])=[O:44]. (4) Given the reactants [F:1][C:2]([F:12])([F:11])[CH:3]1[CH2:8][CH2:7][CH:6]([CH2:9][NH2:10])[CH2:5][CH2:4]1.[CH3:13][C:14]([CH3:16])=O.[BH3-]C#N.[Na+], predict the reaction product. The product is: [F:1][C:2]([F:11])([F:12])[CH:3]1[CH2:4][CH2:5][CH:6]([CH2:9][NH:10][CH:14]([CH3:16])[CH3:13])[CH2:7][CH2:8]1.